From a dataset of Reaction yield outcomes from USPTO patents with 853,638 reactions. Predict the reaction yield, written as a fraction of the theoretical maximum amount of product (1.0 means a 100% yield; for example, 0.34 means a 34% yield). (1) The reactants are [NH2:1][C:2]1[S:6][C:5]([CH2:13][CH2:14][CH2:15][C:16]([NH:18][CH2:19][CH2:20][O:21][Si:22]([C:25]([CH3:28])([CH3:27])[CH3:26])([CH3:24])[CH3:23])=[O:17])([C:7]2[CH:12]=[CH:11][CH:10]=[CH:9][CH:8]=2)[N:4]([C:29](=[O:34])[C:30]([CH3:33])([CH3:32])[CH3:31])[N:3]=1.N1C=CC=CC=1.[CH3:41][C:42]([CH3:47])([CH3:46])[C:43](Cl)=[O:44]. No catalyst specified. The product is [O:21]([CH2:20][CH2:19][NH:18][C:16](=[O:17])[CH2:15][CH2:14][CH2:13][C:5]1([C:7]2[CH:8]=[CH:9][CH:10]=[CH:11][CH:12]=2)[N:4]([C:29](=[O:34])[C:30]([CH3:33])([CH3:32])[CH3:31])[N:3]=[C:2]([NH:1][C:43](=[O:44])[C:42]([CH3:47])([CH3:46])[CH3:41])[S:6]1)[Si:22]([C:25]([CH3:26])([CH3:27])[CH3:28])([CH3:24])[CH3:23]. The yield is 0.830. (2) The reactants are Cl[C:2]1[N:10]=[C:9](Cl)[CH:8]=[CH:7][C:3]=1[C:4]([NH2:6])=[O:5].[NH2:12][C:13]1[CH:18]=[CH:17][C:16]([C:19]([N:21]2[CH2:26][CH2:25][O:24][CH2:23][CH2:22]2)=[O:20])=[CH:15][CH:14]=1.C(O[C:32](=[O:39])[NH:33][C@H:34]1[CH2:38][CH2:37][NH:36][CH2:35]1)(C)(C)C.[C:40](O)(=O)[CH:41]=C. No catalyst specified. The product is [C:32]([NH:33][C@H:34]1[CH2:38][CH2:37][N:36]([C:9]2[CH:8]=[CH:7][C:3]([C:4]([NH2:6])=[O:5])=[C:2]([NH:12][C:13]3[CH:14]=[CH:15][C:16]([C:19]([N:21]4[CH2:22][CH2:23][O:24][CH2:25][CH2:26]4)=[O:20])=[CH:17][CH:18]=3)[N:10]=2)[CH2:35]1)(=[O:39])[CH:40]=[CH2:41]. The yield is 0.320. (3) The reactants are [Cl:1][C:2]1[N:7]=[C:6](Cl)[C:5]([Cl:9])=[CH:4][N:3]=1.[CH3:10][Mg]Br. The catalyst is O1CCCC1. The product is [Cl:1][C:2]1[N:7]=[C:6]([CH3:10])[C:5]([Cl:9])=[CH:4][N:3]=1. The yield is 0.450. (4) The reactants are [F:1][C:2]([F:7])([F:6])[C:3]([OH:5])=[O:4].[C:8]([C:10]1[CH:11]=[C:12]([C:22]2[CH:23]=[C:24]3[C:28](=[C:29]([C:31]([NH2:33])=[O:32])[CH:30]=2)[NH:27][CH:26]=[C:25]3[CH:34]2[CH2:39][CH2:38][N:37]([S:40]([CH2:43][CH3:44])(=[O:42])=[O:41])[CH2:36][CH2:35]2)[CH:13]=[C:14]([CH2:16][NH:17][CH2:18]C(C)C)[CH:15]=1)#[N:9].[CH3:45]NCC(C)C. No catalyst specified. The product is [F:1][C:2]([F:7])([F:6])[C:3]([OH:5])=[O:4].[C:8]([C:10]1[CH:11]=[C:12]([C:22]2[CH:23]=[C:24]3[C:28](=[C:29]([C:31]([NH2:33])=[O:32])[CH:30]=2)[NH:27][CH:26]=[C:25]3[CH:34]2[CH2:39][CH2:38][N:37]([S:40]([CH2:43][CH3:44])(=[O:42])=[O:41])[CH2:36][CH2:35]2)[CH:13]=[C:14]([CH2:16][N:17]([CH3:45])[CH3:18])[CH:15]=1)#[N:9]. The yield is 0.610. (5) No catalyst specified. The reactants are [C:1]([C:5]1[CH:9]=[C:8]([NH:10][C:11]([NH:13][C:14]2[CH:19]=[CH:18][CH:17]=[C:16]([Cl:20])[C:15]=2[Cl:21])=[O:12])[N:7]([C:22]2[CH:30]=[C:29]3[C:25]([CH:26]=[N:27][N:28]3C(OC(C)(C)C)=O)=[CH:24][CH:23]=2)[N:6]=1)([CH3:4])([CH3:3])[CH3:2].Cl.CCO.Cl. The yield is 0.850. The product is [C:1]([C:5]1[CH:9]=[C:8]([NH:10][C:11]([NH:13][C:14]2[CH:19]=[CH:18][CH:17]=[C:16]([Cl:20])[C:15]=2[Cl:21])=[O:12])[N:7]([C:22]2[CH:30]=[C:29]3[C:25]([CH:26]=[N:27][NH:28]3)=[CH:24][CH:23]=2)[N:6]=1)([CH3:4])([CH3:2])[CH3:3]. (6) The reactants are [CH3:1][C:2]12O[C:8]([CH3:12])([CH:9]=[CH:10]1)[CH:7]1[CH:3]2[C:4](=[O:14])[O:5][C:6]1=[O:13]. The catalyst is S(=O)(=O)(O)O. The product is [CH3:12][C:8]1[CH:9]=[CH:10][C:2]([CH3:1])=[C:3]2[C:7]=1[C:6](=[O:13])[O:5][C:4]2=[O:14]. The yield is 0.410.